The task is: Regression/Classification. Given a drug SMILES string, predict its toxicity properties. Task type varies by dataset: regression for continuous values (e.g., LD50, hERG inhibition percentage) or binary classification for toxic/non-toxic outcomes (e.g., AMES mutagenicity, cardiotoxicity, hepatotoxicity). Dataset: ld50_zhu.. This data is from Acute oral toxicity (LD50) regression data from Zhu et al.. (1) The drug is CCOP(=O)(OCC)Oc1ccc2c(C)cc(=O)oc2c1. The rat oral LD50 is 4.03, given as -log10 of the dose in mol/kg body weight (higher means more acutely toxic). (2) The compound is CC(C)(O)c1ccccc1. The rat oral LD50 is 2.02, given as -log10 of the dose in mol/kg body weight (higher means more acutely toxic).